This data is from Reaction yield outcomes from USPTO patents with 853,638 reactions. The task is: Predict the reaction yield, written as a fraction of the theoretical maximum amount of product (1.0 means a 100% yield; for example, 0.34 means a 34% yield). (1) The reactants are CC1(C)[O:7][CH2:6][C:5]([C:9]#[C:10][C:11]2[CH:16]=[CH:15][C:14]([CH2:17][CH2:18][CH2:19][CH2:20][CH2:21][CH2:22][CH2:23][CH3:24])=[CH:13][CH:12]=2)([OH:8])[CH2:4][O:3]1. The catalyst is C(O)(C(F)(F)F)=O.CCO.[Pd]. The product is [CH2:17]([C:14]1[CH:15]=[CH:16][C:11]([CH2:10][CH2:9][C:5]([OH:8])([CH2:6][OH:7])[CH2:4][OH:3])=[CH:12][CH:13]=1)[CH2:18][CH2:19][CH2:20][CH2:21][CH2:22][CH2:23][CH3:24]. The yield is 0.990. (2) The reactants are [F:1][C:2]1[CH:7]=[CH:6][C:5]([CH2:8][CH2:9][CH2:10][CH2:11][C:12]2[S:13][C:14]3[N:15]=[C:16]([NH2:27])[N:17]=[C:18]([N:21]4[CH2:26][CH2:25][NH:24][CH2:23][CH2:22]4)[C:19]=3[N:20]=2)=[CH:4][CH:3]=1.[Cl:28][C:29]1[CH:39]=[CH:38][C:32]([O:33][CH2:34][C:35](O)=[O:36])=[CH:31][CH:30]=1. No catalyst specified. The product is [NH2:27][C:16]1[N:17]=[C:18]([N:21]2[CH2:22][CH2:23][N:24]([C:35](=[O:36])[CH2:34][O:33][C:32]3[CH:38]=[CH:39][C:29]([Cl:28])=[CH:30][CH:31]=3)[CH2:25][CH2:26]2)[C:19]2[N:20]=[C:12]([CH2:11][CH2:10][CH2:9][CH2:8][C:5]3[CH:6]=[CH:7][C:2]([F:1])=[CH:3][CH:4]=3)[S:13][C:14]=2[N:15]=1. The yield is 0.230. (3) The reactants are Br[C:2]1[O:6][C:5]([CH3:7])=[C:4]([C:8]([O:10][CH3:11])=[O:9])[CH:3]=1.[Cl:12][C:13]1[CH:18]=[C:17]([Cl:19])[CH:16]=[CH:15][C:14]=1B(O)O. No catalyst specified. The product is [Cl:12][C:13]1[CH:18]=[C:17]([Cl:19])[CH:16]=[CH:15][C:14]=1[C:2]1[O:6][C:5]([CH3:7])=[C:4]([C:8]([O:10][CH3:11])=[O:9])[CH:3]=1. The yield is 0.540.